This data is from Forward reaction prediction with 1.9M reactions from USPTO patents (1976-2016). The task is: Predict the product of the given reaction. (1) Given the reactants CS(O)(=O)=O.[NH2:6][CH2:7][C:8]1[CH:9]=[C:10]2[C:14](=[CH:15][CH:16]=1)[C:13](=[O:17])[N:12]([CH:18]1[CH2:23][CH2:22][C:21](=[O:24])[NH:20][C:19]1=[O:25])[CH2:11]2.[CH2:26]([N:29]=[C:30]=[O:31])[CH2:27][CH3:28].C(N(CC)CC)C.Cl, predict the reaction product. The product is: [O:25]=[C:19]1[CH:18]([N:12]2[CH2:11][C:10]3[C:14](=[CH:15][CH:16]=[C:8]([CH2:7][NH:6][C:30]([NH:29][CH2:26][CH2:27][CH3:28])=[O:31])[CH:9]=3)[C:13]2=[O:17])[CH2:23][CH2:22][C:21](=[O:24])[NH:20]1. (2) Given the reactants Br[C:2]1[N:3]=[C:4]([S:14][CH3:15])[C:5](=[O:13])[N:6]([CH:8]([CH2:11][CH3:12])[CH2:9][CH3:10])[CH:7]=1.[CH3:16][Al](C)C, predict the reaction product. The product is: [CH2:9]([CH:8]([N:6]1[CH:7]=[C:2]([CH3:16])[N:3]=[C:4]([S:14][CH3:15])[C:5]1=[O:13])[CH2:11][CH3:12])[CH3:10]. (3) Given the reactants [Br:1][C:2]1[CH:7]=[CH:6][C:5]([OH:8])=[CH:4][C:3]=1[CH3:9].[O:10]1[CH2:15][CH2:14][CH:13](O)[CH2:12][CH2:11]1.C1C=CC(P(C2C=CC=CC=2)C2C=CC=CC=2)=CC=1.C1C=CC(COC(/N=N/C(OCC2C=CC=CC=2)=O)=O)=CC=1, predict the reaction product. The product is: [Br:1][C:2]1[CH:7]=[CH:6][C:5]([O:8][CH:13]2[CH2:14][CH2:15][O:10][CH2:11][CH2:12]2)=[CH:4][C:3]=1[CH3:9]. (4) Given the reactants [F:1][C:2]1[CH:7]=[C:6]([I:8])[CH:5]=[CH:4][C:3]=1[NH:9][C:10]1[CH:18]=[N:17][CH:16]=[CH:15][C:11]=1[C:12]([OH:14])=O.[CH:19]12[CH2:25][CH:22]([CH2:23][CH2:24]1)[CH2:21][CH:20]2[NH2:26], predict the reaction product. The product is: [CH:19]12[CH2:25][CH:22]([CH2:23][CH2:24]1)[CH2:21][CH:20]2[NH:26][C:12](=[O:14])[C:11]1[CH:15]=[CH:16][N:17]=[CH:18][C:10]=1[NH:9][C:3]1[CH:4]=[CH:5][C:6]([I:8])=[CH:7][C:2]=1[F:1]. (5) Given the reactants [F:1][C:2]1[CH:10]=[CH:9][CH:8]=[C:7]([I:11])[C:3]=1[C:4](Cl)=[O:5].[CH3:12][NH:13][CH3:14].C1COCC1, predict the reaction product. The product is: [F:1][C:2]1[CH:10]=[CH:9][CH:8]=[C:7]([I:11])[C:3]=1[C:4]([N:13]([CH3:14])[CH3:12])=[O:5]. (6) Given the reactants N[C:2]1[S:3][C:4]([I:11])=[C:5]([C:7]([O:9][CH3:10])=[O:8])[N:6]=1.C(ON=O)(C)(C)C, predict the reaction product. The product is: [I:11][C:4]1[S:3][CH:2]=[N:6][C:5]=1[C:7]([O:9][CH3:10])=[O:8]. (7) Given the reactants [C:1]([S:4][C@@H:5]1[CH2:9][N:8]([C:10]([O:12][CH2:13][CH:14]=[CH2:15])=[O:11])[C@H:7]([C:16]([OH:18])=O)[CH2:6]1)(=[O:3])[CH3:2].[NH2:19][C:20]1[CH:21]=[C:22]([CH:29]=[CH:30][CH:31]=1)[C:23]([O:25][CH2:26][CH:27]=[CH2:28])=[O:24].C(OC1C=CC2C(=CC=CC=2)N1C(OCC)=O)C, predict the reaction product. The product is: [C:1]([S:4][C@@H:5]1[CH2:9][N:8]([C:10]([O:12][CH2:13][CH:14]=[CH2:15])=[O:11])[C@H:7]([C:16](=[O:18])[NH:19][C:20]2[CH:31]=[CH:30][CH:29]=[C:22]([C:23]([O:25][CH2:26][CH:27]=[CH2:28])=[O:24])[CH:21]=2)[CH2:6]1)(=[O:3])[CH3:2]. (8) Given the reactants [CH2:1]([O:3][P:4]([CH:9]([F:27])[CH2:10][C@@H:11]([OH:26])[C@@H:12]([OH:25])[C@H:13]([OH:24])[CH:14]=[N:15][O:16][CH2:17][C:18]1[CH:23]=[CH:22][CH:21]=[CH:20][CH:19]=1)(=[O:8])[O:5][CH2:6][CH3:7])[CH3:2].B.C1COCC1.CCOC(C)=O.CO, predict the reaction product. The product is: [CH2:1]([O:3][P:4]([CH:9]([F:27])[CH2:10][C@@H:11]([OH:26])[C@@H:12]([OH:25])[C@@H:13]([OH:24])[CH2:14][NH:15][O:16][CH2:17][C:18]1[CH:19]=[CH:20][CH:21]=[CH:22][CH:23]=1)(=[O:8])[O:5][CH2:6][CH3:7])[CH3:2].